This data is from Reaction yield outcomes from USPTO patents with 853,638 reactions. The task is: Predict the reaction yield, written as a fraction of the theoretical maximum amount of product (1.0 means a 100% yield; for example, 0.34 means a 34% yield). The catalyst is ClCCl. The reactants are C(OC([N:8]1[CH2:13][CH2:12][O:11][CH:10]([CH2:14][NH:15][C:16]2[S:17][C:18](=[CH:22][C:23]3[CH:28]=[CH:27][C:26]([O:29][C:30]4[CH:35]=[CH:34][C:33]([C:36]#[N:37])=[CH:32][C:31]=4[C:38]([F:41])([F:40])[F:39])=[C:25]([O:42][CH3:43])[CH:24]=3)[C:19](=[O:21])[N:20]=2)[CH2:9]1)=O)(C)(C)C.FC(F)(F)C(O)=O. The yield is 0.630. The product is [CH3:43][O:42][C:25]1[CH:24]=[C:23]([CH:22]=[C:18]2[S:17][C:16]([NH:15][CH2:14][CH:10]3[O:11][CH2:12][CH2:13][NH:8][CH2:9]3)=[N:20][C:19]2=[O:21])[CH:28]=[CH:27][C:26]=1[O:29][C:30]1[CH:35]=[CH:34][C:33]([C:36]#[N:37])=[CH:32][C:31]=1[C:38]([F:40])([F:39])[F:41].